The task is: Predict which catalyst facilitates the given reaction.. This data is from Catalyst prediction with 721,799 reactions and 888 catalyst types from USPTO. Reactant: [N:1]1[CH:6]=[CH:5][CH:4]=[C:3]([CH2:7][OH:8])[CH:2]=1.[N:9]1([C:14](N2C=CN=C2)=[O:15])[CH:13]=[CH:12][N:11]=[CH:10]1. Product: [N:9]1([C:14]([O:8][CH2:7][C:3]2[CH:2]=[N:1][CH:6]=[CH:5][CH:4]=2)=[O:15])[CH:13]=[CH:12][N:11]=[CH:10]1. The catalyst class is: 2.